Dataset: Forward reaction prediction with 1.9M reactions from USPTO patents (1976-2016). Task: Predict the product of the given reaction. (1) Given the reactants [N+:1]([C:4]1[CH:5]=[CH:6][C:7]([NH:10][C:11]2[S:12][CH:13]=[C:14]([S:16][C:17]#N)[N:15]=2)=[N:8][CH:9]=1)([O-:3])=[O:2].SC[C@H]([C@@H](CS)O)O.ClC1[CH:33]=[CH:32][N:31]=[C:30]([C:34]([O:36][CH3:37])=[O:35])[CH:29]=1.P([O-])([O-])([O-])=O.[K+].[K+].[K+], predict the reaction product. The product is: [N+:1]([C:4]1[CH:5]=[CH:6][C:7]([NH:10][C:11]2[S:12][CH:13]=[C:14]([S:16][C:17]3[CH:33]=[CH:32][N:31]=[C:30]([C:34]([O:36][CH3:37])=[O:35])[CH:29]=3)[N:15]=2)=[N:8][CH:9]=1)([O-:3])=[O:2]. (2) Given the reactants [N+:1]([C:4]1[CH:5]=[C:6]2[C:10](=[CH:11][CH:12]=1)[NH:9][CH:8]=[C:7]2[CH2:13][CH2:14][C:15]1[CH:20]=[CH:19][N:18]=[CH:17][CH:16]=1)([O-])=O, predict the reaction product. The product is: [NH2:1][C:4]1[CH:5]=[C:6]2[C:10](=[CH:11][CH:12]=1)[NH:9][CH:8]=[C:7]2[CH2:13][CH2:14][C:15]1[CH:20]=[CH:19][N:18]=[CH:17][CH:16]=1. (3) The product is: [CH:1]([C:4]1[CH:9]=[CH:8][C:7]([S:10]([C:13]2[CH:18]=[CH:17][C:16]([N:19]3[CH2:20][CH2:21][NH:22][CH2:23][CH2:24]3)=[CH:15][CH:14]=2)(=[O:12])=[O:11])=[CH:6][C:5]=1[S:32]([NH:35][CH:36]1[CH2:41][CH2:40][O:39][CH2:38][CH2:37]1)(=[O:34])=[O:33])([CH3:3])[CH3:2]. Given the reactants [CH:1]([C:4]1[CH:9]=[CH:8][C:7]([S:10]([C:13]2[CH:18]=[CH:17][C:16]([N:19]3[CH2:24][CH2:23][N:22](C(OC(C)(C)C)=O)[CH2:21][CH2:20]3)=[CH:15][CH:14]=2)(=[O:12])=[O:11])=[CH:6][C:5]=1[S:32]([NH:35][CH:36]1[CH2:41][CH2:40][O:39][CH2:38][CH2:37]1)(=[O:34])=[O:33])([CH3:3])[CH3:2].Cl, predict the reaction product. (4) Given the reactants Br[C:2]1[CH:3]=[N:4][CH:5]=[C:6]2[C:11]=1[N:10]=[C:9]([C:12]([NH:14][CH2:15][CH2:16][S:17]([CH3:20])(=[O:19])=[O:18])=[O:13])[CH:8]=[CH:7]2.[Cl:21][C:22]1[CH:27]=[CH:26][C:25](B(O)O)=[C:24]([F:31])[CH:23]=1.C(=O)([O-])[O-].[Cs+].[Cs+], predict the reaction product. The product is: [Cl:21][C:22]1[CH:27]=[CH:26][C:25]([C:2]2[CH:3]=[N:4][CH:5]=[C:6]3[C:11]=2[N:10]=[C:9]([C:12]([NH:14][CH2:15][CH2:16][S:17]([CH3:20])(=[O:19])=[O:18])=[O:13])[CH:8]=[CH:7]3)=[C:24]([F:31])[CH:23]=1. (5) Given the reactants [Cl:1][C:2]1[CH:3]=[C:4]([OH:8])[CH:5]=[CH:6][CH:7]=1.F[C:10]1[CH:15]=[CH:14][C:13]([N+:16]([O-:18])=[O:17])=[CH:12][C:11]=1[O:19][CH3:20].C(=O)([O-])[O-].[K+].[K+].[OH-].[Na+], predict the reaction product. The product is: [Cl:1][C:2]1[CH:3]=[C:4]([CH:5]=[CH:6][CH:7]=1)[O:8][C:10]1[CH:15]=[CH:14][C:13]([N+:16]([O-:18])=[O:17])=[CH:12][C:11]=1[O:19][CH3:20]. (6) Given the reactants [CH3:1][N:2]([CH2:13][CH:14](OC)[O:15][CH3:16])[CH2:3][C:4]1[CH:9]=[CH:8][C:7]([N+:10]([O-:12])=[O:11])=[CH:6][CH:5]=1.FC(F)(F)S(O)(=O)=O.[OH-].[Na+], predict the reaction product. The product is: [N+:10]([C:7]1[CH:6]=[C:5]2[C:4](=[CH:9][CH:8]=1)[CH2:3][N:2]([CH3:1])[CH2:13][CH:14]2[O:15][CH3:16])([O-:12])=[O:11]. (7) Given the reactants C[Mg]Br.[CH3:4]COCC.[CH:9]12[O:14][CH:13]1[CH2:12][N:11]([C:15]([O:17][CH2:18][C:19]1[CH:24]=[CH:23][CH:22]=[CH:21][CH:20]=1)=[O:16])[CH2:10]2, predict the reaction product. The product is: [OH:14][CH:13]1[CH:9]([CH3:4])[CH2:10][N:11]([C:15]([O:17][CH2:18][C:19]2[CH:24]=[CH:23][CH:22]=[CH:21][CH:20]=2)=[O:16])[CH2:12]1. (8) Given the reactants C([C:3]1[N:4]([CH3:29])[C:5]([C:8]2[S:28][C:11]3=[N:12][CH:13]=[C:14]([C:26]#[N:27])[C:15]([NH:16][C:17]4[CH:18]=[C:19]5[C:23](=[CH:24][CH:25]=4)[NH:22][CH:21]=[CH:20]5)=[C:10]3[CH:9]=2)=[CH:6][N:7]=1)=O.[CH3:30][N:31]1[CH2:36][CH2:35][NH:34][CH2:33][CH2:32]1.C(O[BH-](OC(=O)C)OC(=O)C)(=O)C.[Na+], predict the reaction product. The product is: [NH:22]1[C:23]2[C:19](=[CH:18][C:17]([NH:16][C:15]3[C:14]([C:26]#[N:27])=[CH:13][N:12]=[C:11]4[S:28][C:8]([C:5]5[N:4]([CH2:29][N:34]6[CH2:35][CH2:36][N:31]([CH3:30])[CH2:32][CH2:33]6)[CH:3]=[N:7][CH:6]=5)=[CH:9][C:10]=34)=[CH:25][CH:24]=2)[CH:20]=[CH:21]1. (9) Given the reactants [Cl:1][C:2]1[CH:7]=[C:6]([C:8]([F:11])([F:10])[F:9])[CH:5]=[CH:4][C:3]=1[C:12]#[C:13][C:14]([O:16]CC)=[O:15].[OH-].[Na+], predict the reaction product. The product is: [Cl:1][C:2]1[CH:7]=[C:6]([C:8]([F:11])([F:10])[F:9])[CH:5]=[CH:4][C:3]=1[C:12]#[C:13][C:14]([OH:16])=[O:15]. (10) The product is: [F:1][C:2]1[C:7]([C:8]([N:20]2[CH2:21][CH2:22][CH2:23][C@@H:18]([CH3:17])[C@H:19]2[CH2:24][NH:25][C:37]2[CH:42]=[CH:41][C:40]([C:43]([F:46])([F:45])[F:44])=[CH:39][N:38]=2)=[O:10])=[C:6]([N:11]2[N:15]=[CH:14][CH:13]=[N:12]2)[C:5]([CH3:16])=[CH:4][CH:3]=1. Given the reactants [F:1][C:2]1[C:7]([C:8]([OH:10])=O)=[C:6]([N:11]2[N:15]=[CH:14][CH:13]=[N:12]2)[C:5]([CH3:16])=[CH:4][CH:3]=1.[CH3:17][C@@H:18]1[CH2:23][CH2:22][CH2:21][NH:20][C@@H:19]1[CH2:24][N:25]1C(=O)C2C(=CC=CC=2)C1=O.Cl[C:37]1[CH:42]=[CH:41][C:40]([C:43]([F:46])([F:45])[F:44])=[CH:39][N:38]=1, predict the reaction product.